This data is from Full USPTO retrosynthesis dataset with 1.9M reactions from patents (1976-2016). The task is: Predict the reactants needed to synthesize the given product. The reactants are: [C:1]1(=[N:7][N:8]2[C:17]3[C:12](=[CH:13][CH:14]=[CH:15][CH:16]=3)[C:11]([OH:18])=[C:10]([C:19]3[NH:24][C:23]4[CH:25]=[CH:26][CH:27]=[CH:28][C:22]=4[S:21](=[O:30])(=[O:29])[N:20]=3)[C:9]2=[O:31])[CH2:6][CH2:5][CH2:4][CH2:3][CH2:2]1.CO.[BH4-].[Li+].Cl. Given the product [CH:1]1([NH:7][N:8]2[C:17]3[C:12](=[CH:13][CH:14]=[CH:15][CH:16]=3)[C:11]([OH:18])=[C:10]([C:19]3[NH:24][C:23]4[CH:25]=[CH:26][CH:27]=[CH:28][C:22]=4[S:21](=[O:29])(=[O:30])[N:20]=3)[C:9]2=[O:31])[CH2:2][CH2:3][CH2:4][CH2:5][CH2:6]1, predict the reactants needed to synthesize it.